This data is from Reaction yield outcomes from USPTO patents with 853,638 reactions. The task is: Predict the reaction yield, written as a fraction of the theoretical maximum amount of product (1.0 means a 100% yield; for example, 0.34 means a 34% yield). The reactants are Cl.[CH3:2][O:3][C:4]1[C:9]([C:10](Cl)=[O:11])=[C:8]([CH3:13])[N:7]=[C:6]([O:14][CH3:15])[CH:5]=1.[CH3:16][NH2:17]. The catalyst is ClCCl.C1COCC1.O. The product is [CH3:2][O:3][C:4]1[C:9]([C:10]([NH:17][CH3:16])=[O:11])=[C:8]([CH3:13])[N:7]=[C:6]([O:14][CH3:15])[CH:5]=1. The yield is 0.660.